Dataset: Full USPTO retrosynthesis dataset with 1.9M reactions from patents (1976-2016). Task: Predict the reactants needed to synthesize the given product. Given the product [NH:35]1[C:36]2[C:32](=[CH:31][C:30]([NH:29][C:8]3[C:7]4[C:12](=[CH:13][C:14]([O:15][CH3:16])=[C:5]([O:4][CH2:3][CH2:51][N:50]([CH3:54])[CH2:49][C:48]([N:47]([CH3:53])[CH3:46])=[O:52])[CH:6]=4)[N:11]=[C:10]([C:17]4[CH:22]=[CH:21][CH:20]=[C:19]([C:23]5[CH:28]=[CH:27][CH:26]=[CH:25][CH:24]=5)[CH:18]=4)[N:9]=3)=[CH:38][CH:37]=2)[CH:33]=[N:34]1, predict the reactants needed to synthesize it. The reactants are: ClC[CH2:3][O:4][C:5]1[CH:6]=[C:7]2[C:12](=[CH:13][C:14]=1[O:15][CH3:16])[N:11]=[C:10]([C:17]1[CH:22]=[CH:21][CH:20]=[C:19]([C:23]3[CH:28]=[CH:27][CH:26]=[CH:25][CH:24]=3)[CH:18]=1)[N:9]=[C:8]2[NH:29][C:30]1[CH:31]=[C:32]2[C:36](=[CH:37][CH:38]=1)[N:35](C(OC(C)(C)C)=O)[N:34]=[CH:33]2.[CH3:46][N:47]([CH3:53])[C:48](=[O:52])[CH2:49][NH:50][CH3:51].[CH3:54]S(C)=O.